Task: Regression. Given two drug SMILES strings and cell line genomic features, predict the synergy score measuring deviation from expected non-interaction effect.. Dataset: NCI-60 drug combinations with 297,098 pairs across 59 cell lines Drug 1: C1=CN(C(=O)N=C1N)C2C(C(C(O2)CO)O)O.Cl. Drug 2: CC1=C(C=C(C=C1)NC(=O)C2=CC=C(C=C2)CN3CCN(CC3)C)NC4=NC=CC(=N4)C5=CN=CC=C5. Cell line: SNB-75. Synergy scores: CSS=7.74, Synergy_ZIP=-3.83, Synergy_Bliss=-1.82, Synergy_Loewe=-7.34, Synergy_HSA=0.352.